Predict the reactants needed to synthesize the given product. From a dataset of Full USPTO retrosynthesis dataset with 1.9M reactions from patents (1976-2016). (1) Given the product [CH3:23][C:24]([CH3:29])([CH3:28])[C:25]([O:1][C:2]12[C:13]3[C:8](=[CH:9][CH:10]=[CH:11][CH:12]=3)[C:7](=[O:14])[C:6]1([O:15][C:25](=[O:26])[C:24]([CH3:29])([CH3:28])[CH3:23])[C:5]1[CH:16]=[CH:17][C:18]([CH:20]([CH3:22])[CH3:21])=[CH:19][C:4]=1[O:3]2)=[O:26], predict the reactants needed to synthesize it. The reactants are: [OH:1][C:2]12[C:13]3[C:8](=[CH:9][CH:10]=[CH:11][CH:12]=3)[C:7](=[O:14])[C:6]1([OH:15])[C:5]1[CH:16]=[CH:17][C:18]([CH:20]([CH3:22])[CH3:21])=[CH:19][C:4]=1[O:3]2.[CH3:23][C:24]([CH3:29])([CH3:28])[C:25](Cl)=[O:26].CN(C)C. (2) Given the product [OH:17][C:18]1[CH:23]=[CH:22][CH:21]=[CH:20][C:19]=1[C:2]1[N:3]=[C:4]2[C:10]([C:11](=[O:16])[C:12]([CH3:15])([CH3:14])[CH3:13])=[CH:9][NH:8][C:5]2=[N:6][CH:7]=1, predict the reactants needed to synthesize it. The reactants are: Br[C:2]1[N:3]=[C:4]2[C:10]([C:11](=[O:16])[C:12]([CH3:15])([CH3:14])[CH3:13])=[CH:9][NH:8][C:5]2=[N:6][CH:7]=1.[OH:17][C:18]1[CH:23]=[CH:22][CH:21]=[CH:20][C:19]=1B(O)O. (3) The reactants are: [C:1]1([C@H:7]2[CH2:9][C@H:8]2[C:10](OCC)=[O:11])[CH:6]=[CH:5][CH:4]=[CH:3][CH:2]=1.[H-].[Li+].[Al+3].[H-].[H-].[H-].O.O.O.O.O.O.O.O.O.O.S([O-])([O-])(=O)=O.[Na+].[Na+]. Given the product [C:1]1([C@H:7]2[CH2:9][C@H:8]2[CH2:10][OH:11])[CH:6]=[CH:5][CH:4]=[CH:3][CH:2]=1, predict the reactants needed to synthesize it. (4) Given the product [CH3:22][C:21]1[C:16]([N:13]2[CH2:14][CH2:15][N:10]([C:8]([C:5]3[CH:6]=[CH:7][C:2]([N:28]4[CH2:29][CH2:30][N:26]([CH3:25])[C:27]4=[O:31])=[CH:3][C:4]=3[CH3:24])=[O:9])[CH2:11][CH2:12]2)=[N:17][CH:18]=[C:19]([CH3:23])[CH:20]=1, predict the reactants needed to synthesize it. The reactants are: Br[C:2]1[CH:7]=[CH:6][C:5]([C:8]([N:10]2[CH2:15][CH2:14][N:13]([C:16]3[C:21]([CH3:22])=[CH:20][C:19]([CH3:23])=[CH:18][N:17]=3)[CH2:12][CH2:11]2)=[O:9])=[C:4]([CH3:24])[CH:3]=1.[CH3:25][N:26]1[CH2:30][CH2:29][NH:28][C:27]1=[O:31]. (5) Given the product [N:3]12[CH2:10][CH2:9][CH:6]([CH2:7][CH2:8]1)[C@@H:5]([NH:11][C:18]([C:16]1[O:17][C:13]([Br:12])=[CH:14][CH:15]=1)=[O:19])[CH2:4]2, predict the reactants needed to synthesize it. The reactants are: Cl.Cl.[N:3]12[CH2:10][CH2:9][CH:6]([CH2:7][CH2:8]1)[C@@H:5]([NH2:11])[CH2:4]2.[Br:12][C:13]1[O:17][C:16]([C:18](O)=[O:19])=[CH:15][CH:14]=1.O.ON1C2C=CC=CC=2N=N1.C(N(CC)C(C)C)(C)C. (6) Given the product [C:1]([O:5][C:6](=[O:40])[N:7]([C@H:9]([C:11](=[O:39])[NH:12][C@@H:13]1[C:19](=[O:20])[N:18]([CH2:21][C:22]2[C:31]3[C:26](=[CH:27][C:28]([C:41]([O:43][CH2:44][CH2:45][CH2:46][CH3:47])=[CH2:42])=[CH:29][CH:30]=3)[CH:25]=[CH:24][C:23]=2[O:33][CH3:34])[C:17]2[CH:35]=[CH:36][CH:37]=[CH:38][C:16]=2[CH2:15][CH2:14]1)[CH3:10])[CH3:8])([CH3:4])([CH3:3])[CH3:2], predict the reactants needed to synthesize it. The reactants are: [C:1]([O:5][C:6](=[O:40])[N:7]([C@H:9]([C:11](=[O:39])[NH:12][C@@H:13]1[C:19](=[O:20])[N:18]([CH2:21][C:22]2[C:31]3[C:26](=[CH:27][C:28](Br)=[CH:29][CH:30]=3)[CH:25]=[CH:24][C:23]=2[O:33][CH3:34])[C:17]2[CH:35]=[CH:36][CH:37]=[CH:38][C:16]=2[CH2:15][CH2:14]1)[CH3:10])[CH3:8])([CH3:4])([CH3:3])[CH3:2].[CH:41]([O:43][CH2:44][CH2:45][CH2:46][CH3:47])=[CH2:42].C1(P(C2C=CC=CC=2)CCCP(C2C=CC=CC=2)C2C=CC=CC=2)C=CC=CC=1.C([O-])([O-])=O.[K+].[K+]. (7) Given the product [F:18][C:19]1[CH:27]=[C:26]([F:28])[CH:25]=[CH:24][C:20]=1[C:21]([NH:1][C:2]1[CH:7]=[C:6]([O:8][CH2:9][CH2:10][O:11][CH3:12])[CH:5]=[CH:4][C:3]=1/[CH:13]=[CH:14]/[C:15]([O:17][CH2:29][CH3:30])=[O:16])=[O:22], predict the reactants needed to synthesize it. The reactants are: [NH2:1][C:2]1[CH:7]=[C:6]([O:8][CH2:9][CH2:10][O:11][CH3:12])[CH:5]=[CH:4][C:3]=1/[CH:13]=[CH:14]/[C:15]([O-:17])=[O:16].[F:18][C:19]1[CH:27]=[C:26]([F:28])[CH:25]=[CH:24][C:20]=1[C:21](Cl)=[O:22].[CH2:29](N(CC)CC)[CH3:30].